The task is: Predict the reactants needed to synthesize the given product.. This data is from Full USPTO retrosynthesis dataset with 1.9M reactions from patents (1976-2016). (1) Given the product [S:10]1[C:3]2[C:4](=[N:5][CH:6]=[CH:7][CH:2]=2)[CH:8]=[CH:9]1, predict the reactants needed to synthesize it. The reactants are: Br[C:2]1[CH:7]=[CH:6][N:5]=[C:4]2[CH:8]=[CH:9][S:10][C:3]=12.[Li]CCCC.CO.O. (2) Given the product [NH2:74][C:75]1([C:78]([NH:41][C@H:40]([C:39]([N:38]([C@@H:33]([C@@H:34]([CH3:37])[CH2:35][CH3:36])[C@H:3]([O:2][CH3:1])[CH2:4][C:5]([N:7]2[CH2:11][CH2:10][CH2:9][C@H:8]2[C@H:12]([O:31][CH3:32])[C@@H:13]([CH3:30])[C:14](=[O:29])[NH:15][C@H:16]([C:24]2[S:25][CH:26]=[CH:27][N:28]=2)[CH2:17][C:18]2[CH:19]=[CH:20][CH:21]=[CH:22][CH:23]=2)=[O:6])[CH3:46])=[O:45])[CH:42]([CH3:44])[CH3:43])=[O:79])[CH2:77][CH2:76]1, predict the reactants needed to synthesize it. The reactants are: [CH3:1][O:2][C@@H:3]([C@@H:33]([N:38]([CH3:46])[C:39](=[O:45])[C@H:40]([CH:42]([CH3:44])[CH3:43])[NH2:41])[C@@H:34]([CH3:37])[CH2:35][CH3:36])[CH2:4][C:5]([N:7]1[CH2:11][CH2:10][CH2:9][C@H:8]1[C@H:12]([O:31][CH3:32])[C@@H:13]([CH3:30])[C:14](=[O:29])[NH:15][C@H:16]([C:24]1[S:25][CH:26]=[CH:27][N:28]=1)[CH2:17][C:18]1[CH:23]=[CH:22][CH:21]=[CH:20][CH:19]=1)=[O:6].F[P-](F)(F)(F)(F)F.Br[P+](N(C)C)(N(C)C)N(C)C.C(N(C(C)C)CC)(C)C.[NH2:74][C:75]1([C:78](O)=[O:79])[CH2:77][CH2:76]1. (3) Given the product [Br:1][C:2]1[CH:11]=[C:6]2[C:5](=[CH:4][CH:3]=1)[N:12]=[C:13]([O:20][CH3:33])[C:14]([CH2:15][C:16]([F:17])([F:18])[F:19])=[C:7]2[Cl:31], predict the reactants needed to synthesize it. The reactants are: [Br:1][C:2]1[CH:3]=[CH:4][C:5]([NH:12][C:13](=[O:20])[CH2:14][CH2:15][C:16]([F:19])([F:18])[F:17])=[C:6]([CH:11]=1)[C:7](OC)=O.C1(C)C=CC=CC=1.C[O-].[Na+].[Cl-:31].[NH4+].[CH3:33]O.